Dataset: Reaction yield outcomes from USPTO patents with 853,638 reactions. Task: Predict the reaction yield, written as a fraction of the theoretical maximum amount of product (1.0 means a 100% yield; for example, 0.34 means a 34% yield). (1) The reactants are C([N:8]1[CH2:12][C@H:11]([CH2:13][CH3:14])[C@H:10]([C:15]([O:17][CH2:18][CH3:19])=[O:16])[CH2:9]1)C1C=CC=CC=1. The catalyst is CCO. The product is [CH2:13]([C@H:11]1[CH2:12][NH:8][CH2:9][C@H:10]1[C:15]([O:17][CH2:18][CH3:19])=[O:16])[CH3:14]. The yield is 0.790. (2) The reactants are [C:1]1([S:7]([N:10]2[C:14]3[CH:15]=[N:16][C:17]([C:20]#[N:21])=[C:18]([OH:19])[C:13]=3[C:12]3[CH:22]=[C:23](Br)[CH:24]=[N:25][C:11]2=3)(=[O:9])=[O:8])[CH:6]=[CH:5][CH:4]=[CH:3][CH:2]=1.C(O)C.C(OCC)(=O)C.Cl. The catalyst is [Pd].C(N(CC)CC)C.CN(C=O)C. The product is [C:1]1([S:7]([N:10]2[C:14]3[CH:15]=[N:16][C:17]([C:20]#[N:21])=[C:18]([OH:19])[C:13]=3[C:12]3[CH:22]=[CH:23][CH:24]=[N:25][C:11]2=3)(=[O:8])=[O:9])[CH:2]=[CH:3][CH:4]=[CH:5][CH:6]=1. The yield is 0.890.